From a dataset of Forward reaction prediction with 1.9M reactions from USPTO patents (1976-2016). Predict the product of the given reaction. (1) Given the reactants [Cl:1][C:2]1[C:3](=[O:29])[N:4]([C:9]2[CH:14]=[C:13]([C:15]3[CH:20]=[CH:19][N:18]=[C:17]([NH:21][C:22]4[CH:27]=[CH:26][CH:25]=[C:24]([Cl:28])[CH:23]=4)[N:16]=3)[CH:12]=[CH:11][N:10]=2)[N:5]=[CH:6][C:7]=1Cl.C(=O)([O-])[O-].[K+].[K+].O.[CH2:37]([OH:39])[CH3:38], predict the reaction product. The product is: [Cl:1][C:2]1[C:3](=[O:29])[N:4]([C:9]2[CH:14]=[C:13]([C:15]3[CH:20]=[CH:19][N:18]=[C:17]([NH:21][C:22]4[CH:27]=[CH:26][CH:25]=[C:24]([Cl:28])[CH:23]=4)[N:16]=3)[CH:12]=[CH:11][N:10]=2)[N:5]=[CH:6][C:7]=1[O:39][CH2:37][CH3:38]. (2) Given the reactants [F:1][C:2]1([F:30])[CH2:8][N:7]([CH:9]([CH3:11])[CH3:10])[C:6]2[N:12]=[C:13]([NH:16][C:17]3[CH:25]=[CH:24][C:20]([C:21](O)=[O:22])=[CH:19][C:18]=3[O:26][CH3:27])[N:14]=[CH:15][C:5]=2[N:4]([CH3:28])[C:3]1=[O:29].C(N(C(C)C)C(C)C)C.[CH:40]1([CH2:43][N:44]2[CH2:49][CH2:48][N:47]([CH:50]3[CH2:55][CH2:54][CH:53]([NH2:56])[CH2:52][CH2:51]3)[CH2:46][CH2:45]2)[CH2:42][CH2:41]1, predict the reaction product. The product is: [CH:40]1([CH2:43][N:44]2[CH2:49][CH2:48][N:47]([C@@H:50]3[CH2:55][CH2:54][C@H:53]([NH:56][C:21](=[O:22])[C:20]4[CH:24]=[CH:25][C:17]([NH:16][C:13]5[N:14]=[CH:15][C:5]6[N:4]([CH3:28])[C:3](=[O:29])[C:2]([F:30])([F:1])[CH2:8][N:7]([CH:9]([CH3:10])[CH3:11])[C:6]=6[N:12]=5)=[C:18]([O:26][CH3:27])[CH:19]=4)[CH2:52][CH2:51]3)[CH2:46][CH2:45]2)[CH2:41][CH2:42]1.[CH:40]1([CH2:43][N:44]2[CH2:49][CH2:48][N:47]([C@H:50]3[CH2:55][CH2:54][C@H:53]([NH:56][C:21](=[O:22])[C:20]4[CH:24]=[CH:25][C:17]([NH:16][C:13]5[N:14]=[CH:15][C:5]6[N:4]([CH3:28])[C:3](=[O:29])[C:2]([F:30])([F:1])[CH2:8][N:7]([CH:9]([CH3:10])[CH3:11])[C:6]=6[N:12]=5)=[C:18]([O:26][CH3:27])[CH:19]=4)[CH2:52][CH2:51]3)[CH2:46][CH2:45]2)[CH2:41][CH2:42]1. (3) Given the reactants [H-].[Na+].[Cl:3][C:4]1[CH:9]=[CH:8][C:7]([C@H:10]2[NH:15][C:14](=[O:16])[CH2:13][O:12][C@H:11]2[C:17]2[CH:22]=[CH:21][C:20]([Cl:23])=[CH:19][CH:18]=2)=[CH:6][CH:5]=1.[Cl:24][C:25]1[CH:30]=[CH:29][C:28]([C@@H:31]2[NH:36][C:35](=[O:37])[CH2:34][O:33][C@@H:32]2[C:38]2[CH:43]=[CH:42][C:41]([Cl:44])=[CH:40][CH:39]=2)=[CH:27][CH:26]=1.Br[CH:46]([CH2:52][CH2:53][CH3:54])[C:47]([O:49][CH2:50][CH3:51])=[O:48], predict the reaction product. The product is: [Cl:23][C:20]1[CH:21]=[CH:22][C:17]([C@H:11]2[C@@H:10]([C:7]3[CH:6]=[CH:5][C:4]([Cl:3])=[CH:9][CH:8]=3)[N:15]([C@H:46]([CH2:52][CH2:53][CH3:54])[C:47]([O:49][CH2:50][CH3:51])=[O:48])[C:14](=[O:16])[CH2:13][O:12]2)=[CH:18][CH:19]=1.[Cl:44][C:41]1[CH:42]=[CH:43][C:38]([C@@H:32]2[C@H:31]([C:28]3[CH:27]=[CH:26][C:25]([Cl:24])=[CH:30][CH:29]=3)[N:36]([C@@H:46]([CH2:52][CH2:53][CH3:54])[C:47]([O:49][CH2:50][CH3:51])=[O:48])[C:35](=[O:37])[CH2:34][O:33]2)=[CH:39][CH:40]=1. (4) Given the reactants [F:1][C:2]1[CH:3]=[C:4]([OH:22])[CH:5]=[C:6]2[C:11]=1[N:10]=[C:9]([C:12]1[CH:21]=[CH:20][C:15]([C:16]([O:18]C)=[O:17])=[CH:14][CH:13]=1)[CH:8]=[CH:7]2.C(OC1C=C2C(=C(F)C=1)N=C(C1C=CC(C(OC)=O)=CC=1)C=C2)(=O)C.[OH-].[Na+], predict the reaction product. The product is: [F:1][C:2]1[CH:3]=[C:4]([OH:22])[CH:5]=[C:6]2[C:11]=1[N:10]=[C:9]([C:12]1[CH:21]=[CH:20][C:15]([C:16]([OH:18])=[O:17])=[CH:14][CH:13]=1)[CH:8]=[CH:7]2. (5) Given the reactants [C:1]([SiH2:5][O:6][C:7]([C:21]1[CH:26]=[CH:25][CH:24]=[CH:23][CH:22]=1)([C:15]1[CH:20]=[CH:19][CH:18]=[CH:17][CH:16]=1)[CH:8]1[O:12][C@@H:11]([C:13]#N)[CH2:10][CH2:9]1)([CH3:4])([CH3:3])[CH3:2].[CH3:27][O-:28].[Na+].C[OH:31], predict the reaction product. The product is: [CH3:27][O:28][C:13]([C@H:11]1[CH2:10][CH2:9][CH:8]([C:7]([C:21]2[CH:26]=[CH:25][CH:24]=[CH:23][CH:22]=2)([C:15]2[CH:20]=[CH:19][CH:18]=[CH:17][CH:16]=2)[O:6][SiH2:5][C:1]([CH3:4])([CH3:3])[CH3:2])[O:12]1)=[O:31]. (6) Given the reactants [Cl:1][C:2]1[CH:11]=[CH:10][C:5]([C:6]([O:8]C)=[O:7])=[CH:4][C:3]=1[CH2:12][N:13]([C:23]1[CH:28]=[CH:27][C:26]([C:29]#[N:30])=[C:25]([Cl:31])[CH:24]=1)[C@H:14]1[CH2:18][CH2:17][N:16]([S:19]([CH3:22])(=[O:21])=[O:20])[CH2:15]1.[OH-].[Na+], predict the reaction product. The product is: [Cl:1][C:2]1[CH:11]=[CH:10][C:5]([C:6]([OH:8])=[O:7])=[CH:4][C:3]=1[CH2:12][N:13]([C:23]1[CH:28]=[CH:27][C:26]([C:29]#[N:30])=[C:25]([Cl:31])[CH:24]=1)[C@H:14]1[CH2:18][CH2:17][N:16]([S:19]([CH3:22])(=[O:21])=[O:20])[CH2:15]1.